From a dataset of Reaction yield outcomes from USPTO patents with 853,638 reactions. Predict the reaction yield, written as a fraction of the theoretical maximum amount of product (1.0 means a 100% yield; for example, 0.34 means a 34% yield). (1) The yield is 0.900. The catalyst is C(O)(=O)C. The reactants are [Cl:1][C:2]1[CH:3]=[C:4]([C:9](=O)[CH2:10][C:11](=O)[C:12]([F:15])([F:14])[F:13])[CH:5]=[CH:6][C:7]=1[Cl:8].[NH2:18][C:19]1[NH:23][N:22]=[C:21]([C:24]([OH:26])=[O:25])[CH:20]=1. The product is [Cl:1][C:2]1[CH:3]=[C:4]([C:9]2[CH:10]=[C:11]([C:12]([F:15])([F:14])[F:13])[N:23]3[N:22]=[C:21]([C:24]([OH:26])=[O:25])[CH:20]=[C:19]3[N:18]=2)[CH:5]=[CH:6][C:7]=1[Cl:8]. (2) The reactants are [NH2:1][C:2]1[N:7]=[C:6]([C:8]2[CH:13]=[CH:12][CH:11]=[CH:10][CH:9]=2)[N:5]=[C:4]([OH:14])[C:3]=1[CH2:15][C:16]1([CH3:21])OCCO1.[ClH:22]. The yield is 0.780. The product is [ClH:22].[CH3:21][C:16]1[NH:1][C:2]2[N:7]=[C:6]([C:8]3[CH:13]=[CH:12][CH:11]=[CH:10][CH:9]=3)[N:5]=[C:4]([OH:14])[C:3]=2[CH:15]=1. No catalyst specified. (3) The reactants are [O:1]([C:8]1[CH:9]=[C:10]([CH2:14]O)[CH:11]=[CH:12][CH:13]=1)[C:2]1[CH:7]=[CH:6][CH:5]=[CH:4][CH:3]=1.C1(P(C2C=CC=CC=2)C2C=CC=CC=2)C=CC=CC=1.C(Cl)(Cl)(Cl)[Cl:36]. No catalyst specified. The product is [Cl:36][CH2:14][C:10]1[CH:11]=[CH:12][CH:13]=[C:8]([O:1][C:2]2[CH:7]=[CH:6][CH:5]=[CH:4][CH:3]=2)[CH:9]=1. The yield is 0.940. (4) The reactants are [Cl:1][C:2]1[CH:7]=[CH:6][C:5](B(O)O)=[CH:4][C:3]=1[F:11].Br[C:13]1[CH:19]=[C:18]([F:20])[CH:17]=[CH:16][C:14]=1[NH2:15].O. The catalyst is C1(C)C=CC=CC=1.C(O)C.C1C=CC([P]([Pd]([P](C2C=CC=CC=2)(C2C=CC=CC=2)C2C=CC=CC=2)([P](C2C=CC=CC=2)(C2C=CC=CC=2)C2C=CC=CC=2)[P](C2C=CC=CC=2)(C2C=CC=CC=2)C2C=CC=CC=2)(C2C=CC=CC=2)C2C=CC=CC=2)=CC=1. The product is [Cl:1][C:2]1[CH:7]=[CH:6][C:5]([C:13]2[CH:19]=[C:18]([F:20])[CH:17]=[CH:16][C:14]=2[NH2:15])=[CH:4][C:3]=1[F:11]. The yield is 0.700. (5) The reactants are [CH3:1][N:2]1[CH2:7][CH2:6][N:5]([CH2:8][CH2:9][CH2:10][CH2:11][O:12][C:13]2[CH:14]=[C:15]([CH:18]=[CH:19][CH:20]=2)[CH:16]=O)[CH2:4][CH2:3]1.[C:21]([C:25]1[CH:26]=[C:27]([NH2:32])[C:28]([NH2:31])=[CH:29][CH:30]=1)([CH3:24])([CH3:23])[CH3:22]. No catalyst specified. The product is [C:21]([C:25]1[CH:30]=[CH:29][C:28]2[NH:31][C:16]([C:15]3[CH:18]=[CH:19][CH:20]=[C:13]([O:12][CH2:11][CH2:10][CH2:9][CH2:8][N:5]4[CH2:6][CH2:7][N:2]([CH3:1])[CH2:3][CH2:4]4)[CH:14]=3)=[N:32][C:27]=2[CH:26]=1)([CH3:24])([CH3:22])[CH3:23]. The yield is 0.920. (6) The reactants are [CH3:1][N:2]1[C:10]2[C:5](=[CH:6][CH:7]=[CH:8][CH:9]=2)[C:4]([C:11]2[C:12](=[O:32])[O:13][C:14](=O)[C:15]=2[C:16]2[CH:21]=[CH:20][CH:19]=[C:18]([O:22][CH2:23][CH2:24][N:25]3[CH2:30][CH2:29][O:28][CH2:27][CH2:26]3)[CH:17]=2)=[CH:3]1.[OH-].[NH4+:34]. The catalyst is CN(C=O)C.O.CO.C(Cl)Cl. The product is [NH4+:2].[OH-:13].[CH3:1][N:2]1[C:10]2[C:5](=[CH:6][CH:7]=[CH:8][CH:9]=2)[C:4]([C:11]2[C:12](=[O:32])[NH:34][C:14](=[O:13])[C:15]=2[C:16]2[CH:21]=[CH:20][CH:19]=[C:18]([O:22][CH2:23][CH2:24][N:25]3[CH2:30][CH2:29][O:28][CH2:27][CH2:26]3)[CH:17]=2)=[CH:3]1. The yield is 0.100. (7) The reactants are [NH2:1][C:2]1[S:6][N:5]=[C:4]([CH3:7])[C:3]=1[C:8]([NH:10][C:11]1[CH:16]=[CH:15][C:14]([O:17][CH3:18])=[C:13]([F:19])[CH:12]=1)=[O:9].Cl[C:21]1[S:22][C:23]2[CH:29]=[CH:28][CH:27]=[C:26]([C:30]([F:33])([F:32])[F:31])[C:24]=2[N:25]=1.C(=O)([O-])[O-].[Cs+].[Cs+].CC1(C)C2C(=C(P(C3C=CC=CC=3)C3C=CC=CC=3)C=CC=2)OC2C(P(C3C=CC=CC=3)C3C=CC=CC=3)=CC=CC1=2. The catalyst is O1CCOCC1.CN(C=O)C.C([O-])(=O)C.[Pd+2].C([O-])(=O)C. The product is [F:19][C:13]1[CH:12]=[C:11]([NH:10][C:8]([C:3]2[C:4]([CH3:7])=[N:5][S:6][C:2]=2[NH:1][C:21]2[S:22][C:23]3[CH:29]=[CH:28][CH:27]=[C:26]([C:30]([F:33])([F:32])[F:31])[C:24]=3[N:25]=2)=[O:9])[CH:16]=[CH:15][C:14]=1[O:17][CH3:18]. The yield is 0.0700. (8) The reactants are Br[C:2]1[N:3]=[C:4]([C:7]([C:9]2[CH:26]=[CH:25][C:12]3[N:13]([CH2:17][O:18][CH2:19][CH2:20][Si:21]([CH3:24])([CH3:23])[CH3:22])[C:14](=[O:16])[S:15][C:11]=3[CH:10]=2)=[O:8])[S:5][CH:6]=1.B1(B2OC(C)(C)C(C)(C)O2)OC(C)(C)C(C)(C)O1.C([O-])(=O)C.[K+].C1(P(C2CCCCC2)C2C=CC=CC=2C2C(C(C)C)=CC(C(C)C)=CC=2C(C)C)CCCCC1.Cl[C:85]1[CH:90]=[CH:89][C:88]([CH2:91][CH2:92][O:93][CH:94]2[CH2:99][CH2:98][CH2:97][CH2:96][O:95]2)=[CH:87][N:86]=1.P([O-])([O-])([O-])=O.[K+].[K+].[K+]. The catalyst is O1CCOCC1.CO.C1C=CC(/C=C/C(/C=C/C2C=CC=CC=2)=O)=CC=1.C1C=CC(/C=C/C(/C=C/C2C=CC=CC=2)=O)=CC=1.C1C=CC(/C=C/C(/C=C/C2C=CC=CC=2)=O)=CC=1.[Pd].[Pd]. The product is [O:95]1[CH2:96][CH2:97][CH2:98][CH2:99][CH:94]1[O:93][CH2:92][CH2:91][C:88]1[CH:89]=[CH:90][C:85]([C:2]2[N:3]=[C:4]([C:7]([C:9]3[CH:26]=[CH:25][C:12]4[N:13]([CH2:17][O:18][CH2:19][CH2:20][Si:21]([CH3:24])([CH3:23])[CH3:22])[C:14](=[O:16])[S:15][C:11]=4[CH:10]=3)=[O:8])[S:5][CH:6]=2)=[N:86][CH:87]=1. The yield is 0.340. (9) The reactants are P(Cl)(Cl)(Cl)=O.[CH2:6]([O:9][C:10]1[CH:15]=[CH:14][CH:13]=[C:12]([O:16][CH2:17][CH2:18][CH3:19])[N:11]=1)[CH2:7][CH3:8].[OH-].[Na+].CN([CH:25]=[O:26])C. No catalyst specified. The product is [CH2:17]([O:16][C:12]1[C:13]([CH:25]=[O:26])=[CH:14][CH:15]=[C:10]([O:9][CH2:6][CH2:7][CH3:8])[N:11]=1)[CH2:18][CH3:19]. The yield is 0.150.